Dataset: Reaction yield outcomes from USPTO patents with 853,638 reactions. Task: Predict the reaction yield, written as a fraction of the theoretical maximum amount of product (1.0 means a 100% yield; for example, 0.34 means a 34% yield). (1) The reactants are [CH2:1]([O:8][C:9]1[CH:14]=[CH:13][C:12]([C:15]2[NH:16][CH:17]=[C:18]([C:20]3[N:24]([CH:25]([CH3:27])[CH3:26])[N:23]=[CH:22][N:21]=3)[N:19]=2)=[C:11]([F:28])[CH:10]=1)[C:2]1[CH:7]=[CH:6][CH:5]=[CH:4][CH:3]=1.[O:29]1[CH2:33][CH2:32]OC1=O. The catalyst is C1(C)C=CC=CC=1. The product is [CH2:1]([O:8][C:9]1[CH:14]=[CH:13][C:12]([C:15]2[N:16]([CH2:32][CH2:33][OH:29])[CH:17]=[C:18]([C:20]3[N:24]([CH:25]([CH3:26])[CH3:27])[N:23]=[CH:22][N:21]=3)[N:19]=2)=[C:11]([F:28])[CH:10]=1)[C:2]1[CH:3]=[CH:4][CH:5]=[CH:6][CH:7]=1. The yield is 0.700. (2) The reactants are [CH3:1][C:2]1([CH:6]=O)[CH2:5][CH2:4][CH2:3]1.[Cl:8][C:9]1[CH:14]=[CH:13][CH:12]=[C:11]([Cl:15])[C:10]=1[CH:16]([O:19][Si:20]([CH2:25][CH3:26])([CH2:23][CH3:24])[CH2:21][CH3:22])[CH2:17][NH2:18].[BH-](OC(C)=O)(OC(C)=O)OC(C)=O.[Na+]. The catalyst is C(Cl)Cl. The product is [Cl:8][C:9]1[CH:14]=[CH:13][CH:12]=[C:11]([Cl:15])[C:10]=1[CH:16]([O:19][Si:20]([CH2:21][CH3:22])([CH2:25][CH3:26])[CH2:23][CH3:24])[CH2:17][NH:18][CH2:6][C:2]1([CH3:1])[CH2:3][CH2:4][CH2:5]1. The yield is 0.567. (3) The reactants are C[O:2][C:3](=[O:11])[C:4]1[CH:9]=[C:8](Cl)[CH:7]=[CH:6][N:5]=1.[IH:12].[PH2](O)=O.[OH-].[Na+]. The catalyst is O. The product is [I:12][CH:8]1[CH2:7][CH2:6][NH:5][CH:4]([C:3]([OH:2])=[O:11])[CH2:9]1. The yield is 0.660.